From a dataset of Forward reaction prediction with 1.9M reactions from USPTO patents (1976-2016). Predict the product of the given reaction. (1) Given the reactants Cl[CH2:2][C:3]1[CH:8]=[CH:7][N:6]=[C:5]([C:9]2[CH:14]=[C:13]([O:15][CH3:16])[C:12]([O:17][CH3:18])=[C:11]([O:19][CH3:20])[CH:10]=2)[CH:4]=1.[NH:21]1[CH2:27][CH2:26][CH2:25][NH:24][CH2:23][CH2:22]1, predict the reaction product. The product is: [CH3:20][O:19][C:11]1[CH:10]=[C:9]([C:5]2[CH:4]=[C:3]([CH2:2][N:21]3[CH2:27][CH2:26][CH2:25][NH:24][CH2:23][CH2:22]3)[CH:8]=[CH:7][N:6]=2)[CH:14]=[C:13]([O:15][CH3:16])[C:12]=1[O:17][CH3:18]. (2) Given the reactants [NH:1]([CH2:8][C:9]1C=[N:11][CH:12]=[CH:13][CH:14]=1)[C:2]1[CH:7]=[CH:6][CH:5]=[CH:4][CH:3]=1.C(NC1C=CC=CC=1)C1C=CC=CC=1.C(=O)C1C=CC=NC=1, predict the reaction product. The product is: [NH:1]([C:8]1[CH:9]=[CH:14][CH:13]=[CH:12][N:11]=1)[C:2]1[CH:7]=[CH:6][CH:5]=[CH:4][CH:3]=1. (3) The product is: [Cl:21][C:14]1[C:15]([F:20])=[CH:16][CH:17]=[C:18]([Cl:19])[C:13]=1[CH:11]([C:10]1[C:4]2[C:5](=[N:6][CH:7]=[C:2]([C:32]3[CH2:33][CH2:34][NH:29][CH2:30][CH:31]=3)[CH:3]=2)[NH:8][CH:9]=1)[CH3:12]. Given the reactants Br[C:2]1[CH:3]=[C:4]2[C:10]([CH:11]([C:13]3[C:18]([Cl:19])=[CH:17][CH:16]=[C:15]([F:20])[C:14]=3[Cl:21])[CH3:12])=[CH:9][NH:8][C:5]2=[N:6][CH:7]=1.C(OC([N:29]1[CH2:34][CH:33]=[C:32](B2OC(C)(C)C(C)(C)O2)[CH2:31][CH2:30]1)=O)(C)(C)C.C(=O)([O-])[O-].[K+].[K+], predict the reaction product. (4) Given the reactants [F:1][C:2]1[CH:7]=[C:6]([I:8])[CH:5]=[CH:4][C:3]=1[NH:9][C:10]1[C:11]([NH:19][S:20]([C:23]2([CH2:26][CH:27]=[O:28])[CH2:25][CH2:24]2)(=[O:22])=[O:21])=[CH:12][N:13]([CH3:18])[C:14](=[O:17])[C:15]=1[CH3:16].[OH:29]P([O-])(O)=O.[K+].CC(=CC)C.Cl([O-])=O.[Na+].Cl, predict the reaction product. The product is: [F:1][C:2]1[CH:7]=[C:6]([I:8])[CH:5]=[CH:4][C:3]=1[NH:9][C:10]1[C:11]([NH:19][S:20]([C:23]2([CH2:26][C:27]([OH:29])=[O:28])[CH2:24][CH2:25]2)(=[O:22])=[O:21])=[CH:12][N:13]([CH3:18])[C:14](=[O:17])[C:15]=1[CH3:16]. (5) Given the reactants [C:1]([C:3]1[CH:8]=[CH:7][C:6]([CH:9]2[CH2:14][CH2:13][N:12]([C:15]([O:17][C:18]([CH3:21])([CH3:20])[CH3:19])=[O:16])[CH2:11][CH2:10]2)=[CH:5][CH:4]=1)#[N:2].C(OCC)(=[O:24])C, predict the reaction product. The product is: [C:1]([C:3]1[CH:4]=[CH:5][C:6]([CH:9]2[CH2:10][CH2:11][N:12]([C:15]([O:17][C:18]([CH3:21])([CH3:20])[CH3:19])=[O:16])[C:13](=[O:24])[CH2:14]2)=[CH:7][CH:8]=1)#[N:2]. (6) Given the reactants [NH:1]1[C:9]2[C:4](=[CH:5][C:6]([NH:10][C:11](=[O:26])[C:12]3[CH:17]=[CH:16][C:15]([CH3:18])=[N:14][C:13]=3[N:19]3[CH2:24][CH2:23][CH:22]([CH3:25])[CH2:21][CH2:20]3)=[CH:7][CH:8]=2)[CH2:3][CH2:2]1.[N:27]1([CH2:32][C:33](O)=[O:34])[CH:31]=[N:30][N:29]=[N:28]1.F[P-](F)(F)(F)(F)F.N1(O[P+](N2CCCC2)(N2CCCC2)N2CCCC2)C2C=CC=CC=2N=N1.C(N(C(C)C)CC)(C)C, predict the reaction product. The product is: [CH3:18][C:15]1[CH:16]=[CH:17][C:12]([C:11]([NH:10][C:6]2[CH:5]=[C:4]3[C:9](=[CH:8][CH:7]=2)[N:1]([C:33](=[O:34])[CH2:32][N:27]2[CH:31]=[N:30][N:29]=[N:28]2)[CH2:2][CH2:3]3)=[O:26])=[C:13]([N:19]2[CH2:20][CH2:21][CH:22]([CH3:25])[CH2:23][CH2:24]2)[N:14]=1. (7) The product is: [P:7](#[C:1][CH2:2][C:75]1[CH:74]=[CH:73][CH:72]=[CH:71][C:70]=1[CH2:69][O:68][C@@H:67]1[C@@H:76]([CH2:77][O:78][CH2:79][C:80]2[CH:81]=[CH:82][CH:83]=[CH:84][CH:85]=2)[NH:56][CH2:57][C@H:58]1[O:59][CH2:60][C:61]1[CH:66]=[CH:65][CH:64]=[CH:63][CH:62]=1)=[O:23]. Given the reactants [C:1]1([P:7](C2C=CC=CC=2)C2C=CC=CC=2)C=CC=C[CH:2]=1.N(C(OC(C)C)=O)=NC(OC(C)C)=[O:23].P([O-])(OCC1C=CC=CC=1)(OCC1C=CC=CC=1)=O.OCC[N:56]1[C@H:76]([CH2:77][O:78][CH2:79][C:80]2[CH:85]=[CH:84][CH:83]=[CH:82][CH:81]=2)[C@@H:67]([O:68][CH2:69][C:70]2[CH:75]=[CH:74][CH:73]=[CH:72][CH:71]=2)[C@H:58]([O:59][CH2:60][C:61]2[CH:66]=[CH:65][CH:64]=[CH:63][CH:62]=2)[CH2:57]1, predict the reaction product. (8) Given the reactants [C:1]([O:5][C:6]([NH:8][CH2:9][C:10]1[CH:11]=[CH:12][C:13]([CH:20]([F:22])[F:21])=[C:14]([CH:19]=1)[C:15]([O:17]C)=[O:16])=[O:7])([CH3:4])([CH3:3])[CH3:2].[OH-].[Na+], predict the reaction product. The product is: [C:1]([O:5][C:6]([NH:8][CH2:9][C:10]1[CH:11]=[CH:12][C:13]([CH:20]([F:21])[F:22])=[C:14]([CH:19]=1)[C:15]([OH:17])=[O:16])=[O:7])([CH3:4])([CH3:2])[CH3:3]. (9) Given the reactants CN(CC1C=CC(C#C)=CC=1)C.[F:13][C:14]1[CH:21]=[C:20]([C:22]#[C:23][Si](C)(C)C)[CH:19]=[CH:18][C:15]=1[CH:16]=[O:17], predict the reaction product. The product is: [C:22]([C:20]1[CH:19]=[CH:18][C:15]([CH:16]=[O:17])=[C:14]([F:13])[CH:21]=1)#[CH:23]. (10) The product is: [C:44]([OH:51])(=[O:50])/[CH:45]=[CH:46]\[C:47]([OH:49])=[O:48].[C:44]([OH:51])(=[O:50])/[CH:45]=[CH:46]\[C:47]([OH:49])=[O:48].[C:44]([OH:51])(=[O:50])/[CH:45]=[CH:46]\[C:47]([OH:49])=[O:48].[NH2:1][C:2]1[N:7]=[CH:6][N:5]=[C:4]2[N:8]([C@H:31]3[CH2:32][CH2:33][C@H:34]([N:37]4[CH2:38][CH2:39][N:40]([CH3:43])[CH2:41][CH2:42]4)[CH2:35][CH2:36]3)[N:9]=[C:10]([C:11]3[CH:16]=[CH:15][C:14]([NH:17][C:18]([C@H:20]4[CH2:22][C@@H:21]4[C:23]4[CH:24]=[CH:25][CH:26]=[CH:27][CH:28]=4)=[O:19])=[C:13]([O:29][CH3:30])[CH:12]=3)[C:3]=12. Given the reactants [NH2:1][C:2]1[N:7]=[CH:6][N:5]=[C:4]2[N:8]([C@H:31]3[CH2:36][CH2:35][C@H:34]([N:37]4[CH2:42][CH2:41][N:40]([CH3:43])[CH2:39][CH2:38]4)[CH2:33][CH2:32]3)[N:9]=[C:10]([C:11]3[CH:16]=[CH:15][C:14]([NH:17][C:18]([C@H:20]4[CH2:22][C@@H:21]4[C:23]4[CH:28]=[CH:27][CH:26]=[CH:25][CH:24]=4)=[O:19])=[C:13]([O:29][CH3:30])[CH:12]=3)[C:3]=12.[C:44]([OH:51])(=[O:50])/[CH:45]=[CH:46]\[C:47]([OH:49])=[O:48], predict the reaction product.